This data is from Forward reaction prediction with 1.9M reactions from USPTO patents (1976-2016). The task is: Predict the product of the given reaction. Given the reactants [Cl:1][C:2]1[CH:7]=[C:6]([C:8](=[NH:11])[NH:9][OH:10])[CH:5]=[CH:4][C:3]=1[CH2:12][C:13]([O:15][CH3:16])=[O:14].[CH3:17][C:18](OC(C)=O)=O, predict the reaction product. The product is: [Cl:1][C:2]1[CH:7]=[C:6]([C:8]2[N:11]=[C:17]([CH3:18])[O:10][N:9]=2)[CH:5]=[CH:4][C:3]=1[CH2:12][C:13]([O:15][CH3:16])=[O:14].